Predict which catalyst facilitates the given reaction. From a dataset of Catalyst prediction with 721,799 reactions and 888 catalyst types from USPTO. (1) Reactant: [Cl:1][C:2]1[CH:3]=[C:4]2[C:8](=[CH:9][CH:10]=1)[NH:7][CH:6]=[C:5]2[CH2:11][CH2:12][NH:13][C:14](=[O:22])[C:15]1[CH:20]=[CH:19][C:18](I)=[CH:17][CH:16]=1.[F:23][C:24]([F:35])([F:34])[C:25]1[CH:26]=[C:27](B(O)O)[CH:28]=[CH:29][CH:30]=1.C(=O)([O-])[O-].[Na+].[Na+]. Product: [Cl:1][C:2]1[CH:3]=[C:4]2[C:8](=[CH:9][CH:10]=1)[NH:7][CH:6]=[C:5]2[CH2:11][CH2:12][NH:13][C:14]([C:15]1[CH:20]=[CH:19][C:18]([C:29]2[CH:28]=[CH:27][CH:26]=[C:25]([C:24]([F:35])([F:34])[F:23])[CH:30]=2)=[CH:17][CH:16]=1)=[O:22]. The catalyst class is: 437. (2) Reactant: [Cl:1][C:2]1[CH:3]=[C:4]([CH:8]=[CH:9][C:10]=1[F:11])[C:5](Cl)=[O:6].[NH2:12][C:13]1[N:18]=[CH:17][C:16]([N+:19]([O-:21])=[O:20])=[CH:15][N:14]=1.O. Product: [Cl:1][C:2]1[CH:3]=[C:4]([CH:8]=[CH:9][C:10]=1[F:11])[C:5]([NH:12][C:13]1[N:18]=[CH:17][C:16]([N+:19]([O-:21])=[O:20])=[CH:15][N:14]=1)=[O:6]. The catalyst class is: 17. (3) Reactant: [Cl:1][C:2]1[CH:25]=[CH:24][C:5]([CH2:6][NH:7][C:8]([C:10]2[C:11]([OH:23])=[C:12]3[CH:18]=[C:17]([C:19]#[C:20][CH2:21][OH:22])[S:16][C:13]3=[N:14][CH:15]=2)=[O:9])=[CH:4][CH:3]=1.C([O-])([O-])=O.[K+].[K+].Br[CH2:33][CH2:34][OH:35]. Product: [Cl:1][C:2]1[CH:3]=[CH:4][C:5]([CH2:6][NH:7][C:8]([C:10]2[C:11](=[O:23])[C:12]3[CH:18]=[C:17]([C:19]#[C:20][CH2:21][OH:22])[S:16][C:13]=3[N:14]([CH2:33][CH2:34][OH:35])[CH:15]=2)=[O:9])=[CH:24][CH:25]=1. The catalyst class is: 3. (4) Reactant: C([O:8][C@@H:9]1[C@@H:14]([O:15]CC2C=CC=CC=2)[C@H:13]([O:23]CC2C=CC=CC=2)[C@@H:12]([CH2:31][O:32]CC2C=CC=CC=2)[O:11][C@H:10]1[C:40]1[S:44][C:43]2[C:45]([CH2:49][C:50]3[CH:55]=[CH:54][C:53]([CH3:56])=[CH:52][CH:51]=3)=[CH:46][CH:47]=[CH:48][C:42]=2[CH:41]=1)C1C=CC=CC=1.C(S)C.C(=O)([O-])[O-].[K+].[K+]. Product: [C@@H:10]1([C:40]2[S:44][C:43]3[C:45]([CH2:49][C:50]4[CH:51]=[CH:52][C:53]([CH3:56])=[CH:54][CH:55]=4)=[CH:46][CH:47]=[CH:48][C:42]=3[CH:41]=2)[O:11][C@H:12]([CH2:31][OH:32])[C@@H:13]([OH:23])[C@H:14]([OH:15])[C@H:9]1[OH:8]. The catalyst class is: 4. (5) Reactant: [Cl:1][C:2]1[C:10]2[N:9]=[C:8]3[N:11]([C:15]4[CH:20]=[CH:19][C:18]([Cl:21])=[CH:17][C:16]=4[Cl:22])[CH2:12][CH2:13][CH2:14][N:7]3[C:6]=2[C:5]([CH:23]([OH:26])[CH2:24][CH3:25])=[CH:4][CH:3]=1.[H-].[Na+].[SiH3][O:30][SiH3].[F-].C([N+](CC[CH2:48][CH3:49])(CCCC)CCCC)CCC. Product: [Cl:1][C:2]1[C:10]2[N:9]=[C:8]3[N:11]([C:15]4[CH:20]=[CH:19][C:18]([Cl:21])=[CH:17][C:16]=4[Cl:22])[CH2:12][CH2:13][CH2:14][N:7]3[C:6]=2[C:5]([CH:23]([CH2:24][CH3:25])[O:26][CH2:49][CH2:48][OH:30])=[CH:4][CH:3]=1. The catalyst class is: 348. (6) Reactant: [CH2:1]1[CH:9]2[N:4]([CH2:5][CH2:6][CH:7]([C:10]3[C:18]4[C:13](=[CH:14][CH:15]=[CH:16][N:17]=4)[NH:12][CH:11]=3)[CH2:8]2)[CH2:3][CH2:2]1.[C:19]1([S:29](Cl)(=[O:31])=[O:30])[C:28]2[C:23](=[CH:24][CH:25]=[CH:26][CH:27]=2)[CH:22]=[CH:21][CH:20]=1.C[Si]([N-][Si](C)(C)C)(C)C.[Na+]. Product: [CH2:1]1[CH:9]2[N:4]([CH2:5][CH2:6][CH:7]([C:10]3[C:18]4[C:13](=[CH:14][CH:15]=[CH:16][N:17]=4)[N:12]([S:29]([C:19]4[C:28]5[C:23](=[CH:24][CH:25]=[CH:26][CH:27]=5)[CH:22]=[CH:21][CH:20]=4)(=[O:31])=[O:30])[CH:11]=3)[CH2:8]2)[CH2:3][CH2:2]1. The catalyst class is: 1. (7) Reactant: [OH:1][C:2]1[CH:3]=[C:4]([CH:9]=[C:10]([OH:12])[CH:11]=1)[C:5]([O:7][CH3:8])=[O:6].[CH2:13](Br)[C:14]1[CH:19]=[CH:18][CH:17]=[CH:16][CH:15]=1.[C:21](=O)([O-])[O-].[K+].[K+].Cl. Product: [CH2:13]([O:1][C:2]1[CH:3]=[C:4]([CH:9]=[C:10]([O:12][CH3:21])[CH:11]=1)[C:5]([O:7][CH3:8])=[O:6])[C:14]1[CH:19]=[CH:18][CH:17]=[CH:16][CH:15]=1. The catalyst class is: 9. (8) Reactant: [CH2:1]([O:3][C:4]1[CH:9]=[C:8]([O:10][CH2:11][CH2:12][CH2:13][C:14]2[C:15]([O:29][CH2:30][CH3:31])=[N:16][N:17]([C:19]3[CH:24]=[C:23]([C:25]([F:28])([F:27])[F:26])[CH:22]=[CH:21][N:20]=3)[CH:18]=2)[CH:7]=[CH:6][C:5]=1[CH2:32][CH2:33][C:34]([O:36]C)=[O:35])[CH3:2].[OH-].[Na+].O1CCCC1.Cl. Product: [CH2:1]([O:3][C:4]1[CH:9]=[C:8]([O:10][CH2:11][CH2:12][CH2:13][C:14]2[C:15]([O:29][CH2:30][CH3:31])=[N:16][N:17]([C:19]3[CH:24]=[C:23]([C:25]([F:28])([F:26])[F:27])[CH:22]=[CH:21][N:20]=3)[CH:18]=2)[CH:7]=[CH:6][C:5]=1[CH2:32][CH2:33][C:34]([OH:36])=[O:35])[CH3:2]. The catalyst class is: 8.